Dataset: Peptide-MHC class I binding affinity with 185,985 pairs from IEDB/IMGT. Task: Regression. Given a peptide amino acid sequence and an MHC pseudo amino acid sequence, predict their binding affinity value. This is MHC class I binding data. (1) The peptide sequence is FLDDASNSA. The binding affinity (normalized) is 0.574. The MHC is HLA-A02:19 with pseudo-sequence HLA-A02:19. (2) The MHC is HLA-A02:06 with pseudo-sequence HLA-A02:06. The peptide sequence is AIALGVATA. The binding affinity (normalized) is 0.347. (3) The peptide sequence is FANVISKIYT. The MHC is HLA-A02:02 with pseudo-sequence HLA-A02:02. The binding affinity (normalized) is 0.172. (4) The peptide sequence is TEWPQLKVA. The MHC is HLA-B15:01 with pseudo-sequence HLA-B15:01. The binding affinity (normalized) is 0.0847.